This data is from Reaction yield outcomes from USPTO patents with 853,638 reactions. The task is: Predict the reaction yield, written as a fraction of the theoretical maximum amount of product (1.0 means a 100% yield; for example, 0.34 means a 34% yield). (1) The reactants are [CH:1]1([C:4]2[C:13]([CH:14]=[O:15])=[C:12]([C:16]3[CH:21]=[CH:20][C:19]([F:22])=[CH:18][CH:17]=3)[C:11]3[C:6](=[CH:7][CH:8]=[CH:9][CH:10]=3)[N:5]=2)[CH2:3][CH2:2]1.[C:23](#[N:25])[CH3:24].[H-].[Na+].C(O)(=O)C. The catalyst is O. The product is [CH:1]1([C:4]2[C:13]([CH:14]([OH:15])[CH2:24][C:23]#[N:25])=[C:12]([C:16]3[CH:21]=[CH:20][C:19]([F:22])=[CH:18][CH:17]=3)[C:11]3[C:6](=[CH:7][CH:8]=[CH:9][CH:10]=3)[N:5]=2)[CH2:2][CH2:3]1. The yield is 0.750. (2) The reactants are [CH3:1][C:2]1[N:3]([C:7]2[CH:12]=[CH:11][C:10]([NH:13][C:14]3[N:15]=[C:16](OS(C(F)(F)F)(=O)=O)[C:17]4[CH2:23][N:22]([C:24]([O:26][C:27]([CH3:30])([CH3:29])[CH3:28])=[O:25])[CH2:21][CH2:20][C:18]=4[N:19]=3)=[CH:9][CH:8]=2)[CH:4]=[CH:5][N:6]=1.[NH2:39][CH2:40][CH:41]1[CH2:46][CH2:45][O:44][CH2:43][CH2:42]1. The catalyst is CN(C=O)C. The product is [CH3:1][C:2]1[N:3]([C:7]2[CH:8]=[CH:9][C:10]([NH:13][C:14]3[N:15]=[C:16]([NH:39][CH2:40][CH:41]4[CH2:46][CH2:45][O:44][CH2:43][CH2:42]4)[C:17]4[CH2:23][N:22]([C:24]([O:26][C:27]([CH3:29])([CH3:28])[CH3:30])=[O:25])[CH2:21][CH2:20][C:18]=4[N:19]=3)=[CH:11][CH:12]=2)[CH:4]=[CH:5][N:6]=1. The yield is 0.265. (3) The reactants are C([O:5][C:6](=[O:16])[CH:7]([CH2:11][S:12](Cl)(=[O:14])=[O:13])[CH:8]([CH3:10])[CH3:9])(C)(C)C.Cl.[CH3:18][O:19][C:20]1[CH:21]=[C:22]2[C:27](=[CH:28][C:29]=1[O:30][CH3:31])[CH2:26][NH:25][CH2:24][CH2:23]2.C(N(CC)CC)C.FC(F)(F)C(O)=O. The catalyst is ClCCl.CCCCCC. The product is [CH3:18][O:19][C:20]1[CH:21]=[C:22]2[C:27](=[CH:28][C:29]=1[O:30][CH3:31])[CH2:26][N:25]([S:12]([CH2:11][CH:7]([CH:8]([CH3:9])[CH3:10])[C:6]([OH:5])=[O:16])(=[O:13])=[O:14])[CH2:24][CH2:23]2. The yield is 0.250. (4) The reactants are [NH2:1][C:2]1[C:3]([C:7]2[N:11]([C:12]3[CH:17]=[CH:16][C:15]([F:18])=[C:14]([Br:19])[CH:13]=3)[C:10](=[O:20])[O:9][N:8]=2)=[N:4][O:5][N:6]=1.[F:21][C:22]([F:33])([F:32])[C:23](O[C:23](=[O:24])[C:22]([F:33])([F:32])[F:21])=[O:24]. The catalyst is N1C=CC=CC=1.CN(C)C1C=CN=CC=1. The product is [Br:19][C:14]1[CH:13]=[C:12]([N:11]2[C:10](=[O:20])[O:9][N:8]=[C:7]2[C:3]2[C:2]([NH:1][C:23](=[O:24])[C:22]([F:33])([F:32])[F:21])=[N:6][O:5][N:4]=2)[CH:17]=[CH:16][C:15]=1[F:18]. The yield is 0.890. (5) The reactants are [F:1][C:2]1[CH:7]=[CH:6][C:5]([N:8]2[C:12]3[C:13]4[CH:14]=[CH:15][N:16]=[CH:17][C:18]=4[CH2:19][CH2:20][C:11]=3[CH:10]=[N:9]2)=[CH:4][CH:3]=1.[Br:21]N1C(=O)CCC1=O. The catalyst is C(Cl)(Cl)Cl.C(Cl)(Cl)(Cl)Cl.N(C(C)(CC)C#N)=NC(C)(CC)C#N. The product is [Br:21][C:19]1[CH:20]=[C:11]2[CH:10]=[N:9][N:8]([C:5]3[CH:4]=[CH:3][C:2]([F:1])=[CH:7][CH:6]=3)[C:12]2=[C:13]2[C:18]=1[CH:17]=[N:16][CH:15]=[CH:14]2. The yield is 0.580. (6) The reactants are [Cl:1][C:2]1[C:3]([C:8]2[CH:9]=[C:10]3[C:14](=[CH:15][CH:16]=2)[NH:13][N:12]=[C:11]3[NH:17][C:18]2[S:19][C:20]([CH2:23][N:24](C)[C:25](=O)OC(C)(C)C)=[CH:21][N:22]=2)=[N:4][CH:5]=[CH:6][CH:7]=1.C(OCC)(=O)C.Cl. The catalyst is C(OCC)(=O)C. The product is [Cl:1][C:2]1[C:3]([C:8]2[CH:9]=[C:10]3[C:14](=[CH:15][CH:16]=2)[NH:13][N:12]=[C:11]3[NH:17][C:18]2[S:19][C:20]([CH2:23][NH:24][CH3:25])=[CH:21][N:22]=2)=[N:4][CH:5]=[CH:6][CH:7]=1. The yield is 0.300.